Task: Regression. Given a peptide amino acid sequence and an MHC pseudo amino acid sequence, predict their binding affinity value. This is MHC class I binding data.. Dataset: Peptide-MHC class I binding affinity with 185,985 pairs from IEDB/IMGT (1) The peptide sequence is YMMDDLEL. The MHC is HLA-C04:01 with pseudo-sequence HLA-C04:01. The binding affinity (normalized) is 0.0847. (2) The peptide sequence is DIVGGLFTY. The MHC is HLA-A30:01 with pseudo-sequence HLA-A30:01. The binding affinity (normalized) is 0.0847. (3) The peptide sequence is ILFPGILWI. The MHC is HLA-A68:02 with pseudo-sequence HLA-A68:02. The binding affinity (normalized) is 0.396. (4) The peptide sequence is RASHFRKLF. The MHC is HLA-C12:03 with pseudo-sequence HLA-C12:03. The binding affinity (normalized) is 0.728.